Regression. Given a peptide amino acid sequence and an MHC pseudo amino acid sequence, predict their binding affinity value. This is MHC class I binding data. From a dataset of Peptide-MHC class I binding affinity with 185,985 pairs from IEDB/IMGT. (1) The peptide sequence is RTYSLLNRK. The MHC is HLA-A68:02 with pseudo-sequence HLA-A68:02. The binding affinity (normalized) is 0.0847. (2) The peptide sequence is ITSTKTIEY. The MHC is HLA-A11:01 with pseudo-sequence HLA-A11:01. The binding affinity (normalized) is 0.439. (3) The peptide sequence is CVDHPFIYVI. The binding affinity (normalized) is 0.383. The MHC is HLA-A68:02 with pseudo-sequence HLA-A68:02. (4) The peptide sequence is FPTSCHMF. The MHC is HLA-B57:01 with pseudo-sequence HLA-B57:01. The binding affinity (normalized) is 0. (5) The peptide sequence is KSDNIINIGY. The MHC is HLA-A31:01 with pseudo-sequence HLA-A31:01. The binding affinity (normalized) is 0.236. (6) The peptide sequence is TVNVILRPK. The MHC is HLA-A69:01 with pseudo-sequence HLA-A69:01. The binding affinity (normalized) is 0.0847. (7) The peptide sequence is LQQNNSFII. The MHC is HLA-A02:01 with pseudo-sequence HLA-A02:01. The binding affinity (normalized) is 0.318. (8) The peptide sequence is APRALLLLL. The MHC is HLA-B58:01 with pseudo-sequence HLA-B58:01. The binding affinity (normalized) is 0.0847.